Predict the reaction yield, written as a fraction of the theoretical maximum amount of product (1.0 means a 100% yield; for example, 0.34 means a 34% yield). From a dataset of Reaction yield outcomes from USPTO patents with 853,638 reactions. (1) The reactants are Cl.[Cl:2][C:3]1[C:4]([F:29])=[C:5]([CH:26]=[CH:27][CH:28]=1)[NH:6][C:7]1[C:16]2[C:11](=[CH:12][C:13]([O:24][CH3:25])=[C:14]([O:17][CH2:18][CH:19]3[CH2:23][CH2:22][NH:21][CH2:20]3)[CH:15]=2)[N:10]=[CH:9][N:8]=1.[C:30](OC(=O)C)(=[O:32])[CH3:31]. No catalyst specified. The product is [C:30]([N:21]1[CH2:22][CH2:23][CH:19]([CH2:18][O:17][C:14]2[CH:15]=[C:16]3[C:11](=[CH:12][C:13]=2[O:24][CH3:25])[N:10]=[CH:9][N:8]=[C:7]3[NH:6][C:5]2[CH:26]=[CH:27][CH:28]=[C:3]([Cl:2])[C:4]=2[F:29])[CH2:20]1)(=[O:32])[CH3:31]. The yield is 0.630. (2) The reactants are [CH3:1][CH:2]([CH2:6][CH2:7][CH2:8][CH3:9])[C:3]([OH:5])=[O:4].S(=O)(=O)(O)O.[CH3:15]O. The catalyst is O. The product is [CH3:1][CH:2]([CH2:6][CH2:7][CH2:8][CH3:9])[C:3]([O:5][CH3:15])=[O:4]. The yield is 0.930. (3) The reactants are [CH2:1]([N:8]1[CH2:12][C@H:11]2[CH2:13][N:14](C(OC(C)(C)C)=O)[C:15](=[O:16])[C@H:10]2[CH2:9]1)[C:2]1[CH:7]=[CH:6][CH:5]=[CH:4][CH:3]=1.FC(F)(F)C(O)=O. The catalyst is C(Cl)Cl. The product is [CH2:1]([N:8]1[CH2:12][C@H:11]2[CH2:13][NH:14][C:15](=[O:16])[C@H:10]2[CH2:9]1)[C:2]1[CH:3]=[CH:4][CH:5]=[CH:6][CH:7]=1. The yield is 0.880. (4) The reactants are [CH3:1][C:2]1([CH3:15])[CH2:6][C:5]2[CH:7]=[C:8]([S:11](Cl)(=[O:13])=[O:12])[CH:9]=[CH:10][C:4]=2[O:3]1.[CH3:16][C:17]1[CH:21]=[C:20]([NH2:22])[N:19]([C:23]2[CH:32]=[CH:31][CH:30]=[C:29]3[C:24]=2[CH:25]=[CH:26][CH:27]=[N:28]3)[N:18]=1. The catalyst is N1C=CC=CC=1. The product is [CH3:1][C:2]1([CH3:15])[CH2:6][C:5]2[CH:7]=[C:8]([S:11]([NH:22][C:20]3[N:19]([C:23]4[CH:32]=[CH:31][CH:30]=[C:29]5[C:24]=4[CH:25]=[CH:26][CH:27]=[N:28]5)[N:18]=[C:17]([CH3:16])[CH:21]=3)(=[O:13])=[O:12])[CH:9]=[CH:10][C:4]=2[O:3]1. The yield is 0.400. (5) The reactants are [CH2:1]([NH:3][CH2:4][CH3:5])[CH3:2].[O:6]=[C:7]1[CH2:12][CH2:11][CH2:10][CH2:9][CH:8]1[C:13]([OH:15])=O.[Br:16]Br. The catalyst is C(OCC)C. The product is [CH2:1]([N:3]([CH2:4][CH3:5])[C:13]([CH:8]1[CH2:9][CH2:10][CH2:11][CH:12]([Br:16])[C:7]1=[O:6])=[O:15])[CH3:2]. The yield is 1.09. (6) The reactants are [CH:1]1([S:4]([NH2:7])(=[O:6])=[O:5])[CH2:3][CH2:2]1.[H-].[Na+].[F:10][C:11]1[CH:12]=[CH:13][C:14]([CH3:32])=[C:15]([CH:17]2[C:26]([CH3:28])([CH3:27])[CH2:25][C:24]3[C:19](=[CH:20][CH:21]=[C:22]([C:29](O)=[O:30])[CH:23]=3)[NH:18]2)[CH:16]=1.C(N1C=CN=C1)(N1C=CN=C1)=O. The catalyst is CN(C)C=O. The product is [F:10][C:11]1[CH:12]=[CH:13][C:14]([CH3:32])=[C:15]([CH:17]2[C:26]([CH3:27])([CH3:28])[CH2:25][C:24]3[C:19](=[CH:20][CH:21]=[C:22]([C:29]([NH:7][S:4]([CH:1]4[CH2:3][CH2:2]4)(=[O:6])=[O:5])=[O:30])[CH:23]=3)[NH:18]2)[CH:16]=1. The yield is 0.230. (7) The reactants are [Cl:1][C:2]1[N:3]=[C:4](Cl)[C:5]2[CH2:10][CH2:9][CH:8]([C:11]3[CH:16]=[CH:15][C:14]([F:17])=[CH:13][CH:12]=3)[C:6]=2[N:7]=1.[CH3:19][N:20]1[CH2:25][CH2:24][NH:23][CH2:22][CH2:21]1. No catalyst specified. The product is [Cl:1][C:2]1[N:3]=[C:4]([N:23]2[CH2:24][CH2:25][N:20]([CH3:19])[CH2:21][CH2:22]2)[C:5]2[CH2:10][CH2:9][CH:8]([C:11]3[CH:16]=[CH:15][C:14]([F:17])=[CH:13][CH:12]=3)[C:6]=2[N:7]=1. The yield is 0.890.